The task is: Predict the reactants needed to synthesize the given product.. This data is from Full USPTO retrosynthesis dataset with 1.9M reactions from patents (1976-2016). (1) The reactants are: [NH2:1][C:2]1[N:7]=[C:6]([C:8]2[O:9][CH:10]=[CH:11][CH:12]=2)[C:5]([C:13]#[N:14])=[C:4](S(C)=O)[N:3]=1.[CH:18]1[C:27]2[C:22](=[CH:23][CH:24]=[CH:25][CH:26]=2)[CH:21]=[CH:20][C:19]=1[C@H:28]([NH2:30])[CH3:29].C1CCN2C(=NCCC2)CC1. Given the product [NH2:1][C:2]1[N:7]=[C:6]([C:8]2[O:9][CH:10]=[CH:11][CH:12]=2)[C:5]([C:13]#[N:14])=[C:4]([NH:30][C@@H:28]([C:19]2[CH:20]=[CH:21][C:22]3[C:27](=[CH:26][CH:25]=[CH:24][CH:23]=3)[CH:18]=2)[CH3:29])[N:3]=1, predict the reactants needed to synthesize it. (2) The reactants are: [C:1]([Si:5]([O:8][CH2:9][C:10]1[CH:15]=[CH:14][CH:13]=[C:12]([C:16]#[C:17][Si](C)(C)C)[C:11]=1[F:22])([CH3:7])[CH3:6])([CH3:4])([CH3:3])[CH3:2].CCO.C(=O)([O-])[O-].[K+].[K+].O. Given the product [C:1]([Si:5]([O:8][CH2:9][C:10]1[CH:15]=[CH:14][CH:13]=[C:12]([C:16]#[CH:17])[C:11]=1[F:22])([CH3:7])[CH3:6])([CH3:4])([CH3:3])[CH3:2], predict the reactants needed to synthesize it. (3) Given the product [CH:30]1([CH2:33][CH2:34][NH:35][C:36]([C:38]2[N:39]=[N:40][C:41]([N:12]3[CH2:13][CH2:14][N:9]([C:5]4[CH:6]=[CH:7][CH:8]=[C:3]([C:2]([F:1])([F:15])[F:16])[CH:4]=4)[CH2:10][CH2:11]3)=[CH:42][CH:43]=2)=[O:37])[CH2:32][CH2:31]1, predict the reactants needed to synthesize it. The reactants are: [F:1][C:2]([F:16])([F:15])[C:3]1[CH:4]=[C:5]([N:9]2[CH2:14][CH2:13][NH:12][CH2:11][CH2:10]2)[CH:6]=[CH:7][CH:8]=1.FC1C=CC(N2CCNCC2)=CC=1.[CH:30]1([CH2:33][CH2:34][NH:35][C:36]([C:38]2[N:39]=[N:40][C:41](Cl)=[CH:42][CH:43]=2)=[O:37])[CH2:32][CH2:31]1. (4) Given the product [CH2:1]([C@H:8]1[CH2:12][O:11][C:10](=[O:13])[N:9]1[C:14](=[O:23])[C@H:15]([CH2:16][C:17]1[CH:22]=[CH:21][CH:20]=[C:19]([O:46][CH3:45])[CH:18]=1)[CH2:35][C:36]([O:38][C:39]([CH3:42])([CH3:41])[CH3:40])=[O:37])[C:2]1[CH:3]=[CH:4][CH:5]=[CH:6][CH:7]=1, predict the reactants needed to synthesize it. The reactants are: [CH2:1]([C@H:8]1[CH2:12][O:11][C:10](=[O:13])[N:9]1[C:14](=[O:23])[CH2:15][CH2:16][C:17]1[CH:22]=[CH:21][CH:20]=[CH:19][CH:18]=1)[C:2]1[CH:7]=[CH:6][CH:5]=[CH:4][CH:3]=1.C[Si]([N-][Si](C)(C)C)(C)C.[Na+].Br[CH2:35][C:36]([O:38][C:39]([CH3:42])([CH3:41])[CH3:40])=[O:37].C1C[O:46][CH2:45]C1. (5) Given the product [Cl:33][C:26]1[CH:25]=[C:24]([C:21]2[CH:22]=[CH:23][N:19]([CH2:18][C@@H:17]([NH:16][C:13]([C:11]3[N:10]=[CH:9][N:8]([C:6]4[CH:5]=[CH:4][CH:3]=[C:2]([CH3:1])[N:7]=4)[CH:12]=3)=[O:15])[CH3:34])[N:20]=2)[CH:31]=[C:30]([F:32])[C:27]=1[C:28]#[N:29], predict the reactants needed to synthesize it. The reactants are: [CH3:1][C:2]1[N:7]=[C:6]([N:8]2[CH:12]=[C:11]([C:13]([OH:15])=O)[N:10]=[CH:9]2)[CH:5]=[CH:4][CH:3]=1.[NH2:16][C@@H:17]([CH3:34])[CH2:18][N:19]1[CH:23]=[CH:22][C:21]([C:24]2[CH:31]=[C:30]([F:32])[C:27]([C:28]#[N:29])=[C:26]([Cl:33])[CH:25]=2)=[N:20]1. (6) Given the product [Cl:17][C:18]1[CH:19]=[C:20]([NH:21][C:2]2[C:12]3[CH:11]=[C:10]([C:13]([O:15][CH3:16])=[O:14])[CH2:9][CH2:8][NH:7][C:6]=3[N:5]=[CH:4][N:3]=2)[CH:22]=[CH:23][C:24]=1[C:25]([N:27]1[CH2:31][CH2:30][C@@H:29]([O:32][CH2:33][CH:34]([CH3:35])[CH3:36])[CH2:28]1)=[O:26], predict the reactants needed to synthesize it. The reactants are: Cl[C:2]1[C:12]2[CH:11]=[C:10]([C:13]([O:15][CH3:16])=[O:14])[CH2:9][CH2:8][NH:7][C:6]=2[N:5]=[CH:4][N:3]=1.[Cl:17][C:18]1[CH:19]=[C:20]([CH:22]=[CH:23][C:24]=1[C:25]([N:27]1[CH2:31][CH2:30][C@@H:29]([O:32][CH2:33][CH:34]([CH3:36])[CH3:35])[CH2:28]1)=[O:26])[NH2:21]. (7) The reactants are: [C:1]([N:4]1[CH2:8][CH2:7][CH2:6][C@H:5]1[CH2:9][C:10]#[N:11])(=O)[CH3:2].[H-].[Al+3].[Li+].[H-].[H-].[H-].C(O)C. Given the product [CH2:1]([N:4]1[CH2:8][CH2:7][CH2:6][C@H:5]1[CH2:9][CH2:10][NH2:11])[CH3:2], predict the reactants needed to synthesize it. (8) Given the product [NH:11]1[CH2:15][CH2:14][CH2:13][C@H:12]1[C:16]1[NH:20][N:19]=[N:18][N:17]=1, predict the reactants needed to synthesize it. The reactants are: C(OC([N:11]1[CH2:15][CH2:14][CH2:13][C@H:12]1[C:16]1[NH:20][N:19]=[N:18][N:17]=1)=O)C1C=CC=CC=1. (9) Given the product [CH2:1]([O:8][C:9]1[CH:10]=[C:11]2[C:15](=[CH:16][CH:17]=1)[N:14]1[CH2:18][CH2:19][CH2:20][C:21](=[O:22])[C:13]1=[CH:12]2)[C:2]1[CH:3]=[CH:4][CH:5]=[CH:6][CH:7]=1, predict the reactants needed to synthesize it. The reactants are: [CH2:1]([O:8][C:9]1[CH:10]=[C:11]2[C:15](=[CH:16][CH:17]=1)[N:14]1[CH2:18][CH2:19][C:20](C(OCC)=O)=[C:21]([OH:22])[C:13]1=[CH:12]2)[C:2]1[CH:7]=[CH:6][CH:5]=[CH:4][CH:3]=1.